Dataset: Full USPTO retrosynthesis dataset with 1.9M reactions from patents (1976-2016). Task: Predict the reactants needed to synthesize the given product. (1) Given the product [CH3:10][C:8]1[O:9][C:5]2[CH:4]=[C:3]([OH:2])[CH:18]=[CH:17][C:6]=2[C:7]=1[C:11]1[CH:16]=[CH:15][CH:14]=[CH:13][CH:12]=1, predict the reactants needed to synthesize it. The reactants are: C[O:2][C:3]1[CH:18]=[CH:17][C:6]2[C:7]([C:11]3[CH:16]=[CH:15][CH:14]=[CH:13][CH:12]=3)=[C:8]([CH3:10])[O:9][C:5]=2[CH:4]=1.Cl.N1C=CC=CC=1.Cl. (2) Given the product [CH3:18][C:19]([S@@:22]([N:24]=[C:4]1[C:5]2=[N:6][CH:7]=[CH:8][CH:9]=[C:10]2[O:1][CH2:2][CH2:3]1)=[O:23])([CH3:21])[CH3:20], predict the reactants needed to synthesize it. The reactants are: [O:1]1[C:10]2[C:5](=[N:6][CH:7]=[CH:8][CH:9]=2)[C:4](=O)[CH2:3][CH2:2]1.CC1OCCC1.[CH3:18][C:19]([S@@:22]([NH2:24])=[O:23])([CH3:21])[CH3:20].CCOC(C)=O. (3) The reactants are: I[C:2]1[C:3](=[O:17])[NH:4][C:5](=[O:16])[N:6]([CH:15]=1)[C@@H:7]1[O:14][C@H:11]([CH2:12][OH:13])[C@@H:9]([OH:10])[CH2:8]1.N(CCCC)(CCCC)CCCC.[CH3:31][O:32][C:33](=[O:36])[CH:34]=[CH2:35]. Given the product [C:33](/[CH:34]=[CH:35]/[C:2]1[C:3](=[O:17])[NH:4][C:5](=[O:16])[N:6]([CH:15]=1)[C@@H:7]1[O:14][C@H:11]([CH2:12][OH:13])[C@@H:9]([OH:10])[CH2:8]1)([O:32][CH3:31])=[O:36], predict the reactants needed to synthesize it. (4) Given the product [F:29][C:26]1[CH:27]=[CH:28][C:23]([CH2:22][NH:21][C:20]([C:18]2[N:17]=[CH:16][N:15]=[C:14]([C:12]([NH:11][CH2:10][C:7]3[CH:6]=[CH:5][C:4]([C:3]([OH:32])=[O:2])=[CH:9][CH:8]=3)=[O:13])[CH:19]=2)=[O:31])=[CH:24][C:25]=1[CH3:30], predict the reactants needed to synthesize it. The reactants are: C[O:2][C:3](=[O:32])[C:4]1[CH:9]=[CH:8][C:7]([CH2:10][NH:11][C:12]([C:14]2[CH:19]=[C:18]([C:20](=[O:31])[NH:21][CH2:22][C:23]3[CH:28]=[CH:27][C:26]([F:29])=[C:25]([CH3:30])[CH:24]=3)[N:17]=[CH:16][N:15]=2)=[O:13])=[CH:6][CH:5]=1.[OH-].[K+].Cl. (5) Given the product [CH3:2][C:21]([OH:20])([CH3:22])[CH2:7][C:8]1[C:13]([CH3:14])=[CH:12][C:11]([CH3:15])=[CH:10][C:9]=1[CH3:16], predict the reactants needed to synthesize it. The reactants are: [Mg].[CH3:2]I.COC(=O)[CH2:7][C:8]1[C:13]([CH3:14])=[CH:12][C:11]([CH3:15])=[CH:10][C:9]=1[CH3:16].C([O:20][CH2:21][CH3:22])C. (6) Given the product [F:1][C:2]1[CH:3]=[C:4]([C:8]2[S:12][C:11]([CH3:13])=[N:10][C:9]=2[C:14]([N:16]2[CH2:21][CH:20]([O:22][CH3:23])[CH2:19][CH2:18][CH:17]2[CH2:24][N:30]2[C:26](=[O:36])[C:27]3[C:28](=[CH:32][CH:33]=[CH:34][CH:35]=3)[C:29]2=[O:31])=[O:15])[CH:5]=[CH:6][CH:7]=1, predict the reactants needed to synthesize it. The reactants are: [F:1][C:2]1[CH:3]=[C:4]([C:8]2[S:12][C:11]([CH3:13])=[N:10][C:9]=2[C:14]([N:16]2[CH2:21][CH:20]([O:22][CH3:23])[CH2:19][CH2:18][CH:17]2[CH2:24]O)=[O:15])[CH:5]=[CH:6][CH:7]=1.[C:26]1(=[O:36])[NH:30][C:29](=[O:31])[C:28]2=[CH:32][CH:33]=[CH:34][CH:35]=[C:27]12.